This data is from Forward reaction prediction with 1.9M reactions from USPTO patents (1976-2016). The task is: Predict the product of the given reaction. (1) Given the reactants [CH2:1]([O:8][C:9]([NH:11][C@H:12]([C:27]([O:29][CH3:30])=[O:28])[CH2:13][NH:14][C:15]1[C:20]2[CH:21]=[C:22](Br)[S:23][C:19]=2[C:18]([C:25]#[N:26])=[CH:17][N:16]=1)=[O:10])[C:2]1[CH:7]=[CH:6][CH:5]=[CH:4][CH:3]=1.[C:31]1(B(O)O)[CH:36]=[CH:35][CH:34]=[CH:33][CH:32]=1.C(=O)([O-])[O-].[Cs+].[Cs+].O, predict the reaction product. The product is: [CH2:1]([O:8][C:9]([NH:11][C@H:12]([C:27]([O:29][CH3:30])=[O:28])[CH2:13][NH:14][C:15]1[C:20]2[CH:21]=[C:22]([C:31]3[CH:36]=[CH:35][CH:34]=[CH:33][CH:32]=3)[S:23][C:19]=2[C:18]([C:25]#[N:26])=[CH:17][N:16]=1)=[O:10])[C:2]1[CH:7]=[CH:6][CH:5]=[CH:4][CH:3]=1. (2) Given the reactants [NH2:1][C:2]1[CH:7]=[CH:6][CH:5]=[CH:4][C:3]=1[C:8]1([OH:14])[CH2:13][CH2:12][CH2:11][CH2:10][CH2:9]1.[C:15]([O:19][C:20](=[O:28])[NH:21][C:22]([CH3:27])([CH3:26])[CH2:23][CH:24]=O)([CH3:18])([CH3:17])[CH3:16], predict the reaction product. The product is: [C:15]([O:19][C:20](=[O:28])[NH:21][C:22]([CH3:27])([CH3:26])[CH2:23][CH2:24][NH:1][C:2]1[CH:7]=[CH:6][CH:5]=[CH:4][C:3]=1[C:8]1([OH:14])[CH2:13][CH2:12][CH2:11][CH2:10][CH2:9]1)([CH3:18])([CH3:17])[CH3:16]. (3) Given the reactants [CH2:1]([O:3][C@H:4]([C:10]1[CH:15]=[CH:14][C:13]([OH:16])=[CH:12][CH:11]=1)[CH2:5][C:6]([O:8][CH3:9])=[O:7])[CH3:2].[CH3:17][O:18][C:19]1[CH:27]=[CH:26][CH:25]=[C:24]2[C:20]=1[CH2:21][CH2:22][CH:23]2O.C1(P(C2C=CC=CC=2)C2C=CC=CC=2)C=CC=CC=1.C1(C)C=CC=CC=1.N(C(OCC)=O)=NC(OCC)=O, predict the reaction product. The product is: [CH2:1]([O:3][C@H:4]([C:10]1[CH:15]=[CH:14][C:13]([O:16][CH:23]2[C:24]3[C:20](=[C:19]([O:18][CH3:17])[CH:27]=[CH:26][CH:25]=3)[CH2:21][CH2:22]2)=[CH:12][CH:11]=1)[CH2:5][C:6]([O:8][CH3:9])=[O:7])[CH3:2]. (4) Given the reactants ClC1C=CC(C(N)C(N)CCCCC)=CC=1.Cl.C(OC1C=C(OC)C=CC=1C(=N)OCC)C.[Cl:34][C:35]1[CH:40]=[CH:39][C:38]([CH:41]2[NH:45][C:44]([C:46]3[CH:51]=[CH:50][C:49]([O:52][CH3:53])=[CH:48][C:47]=3[O:54][CH2:55][CH3:56])=[N:43][CH:42]2[CH2:57][CH:58]2C[CH2:61][CH2:60][CH2:59]2)=[CH:37][CH:36]=1, predict the reaction product. The product is: [Cl:34][C:35]1[CH:36]=[CH:37][C:38]([CH:41]2[NH:45][C:44]([C:46]3[CH:51]=[CH:50][C:49]([O:52][CH3:53])=[CH:48][C:47]=3[O:54][CH2:55][CH3:56])=[N:43][CH:42]2[CH2:57][CH2:58][CH2:59][CH2:60][CH3:61])=[CH:39][CH:40]=1. (5) Given the reactants [CH2:1]([O:8][C:9]([C@@H:11]1[N:16]([S:17]([C:20]2[CH:25]=[CH:24][C:23]([O:26][CH3:27])=[CH:22][CH:21]=2)(=[O:19])=[O:18])[CH2:15][C@@H:14]2[O:28]C(C)(C)[O:30][C@@H:13]2[C@H:12]1[O:33]C1CCCCO1)=[O:10])[C:2]1[CH:7]=[CH:6][CH:5]=[CH:4][CH:3]=1, predict the reaction product. The product is: [CH2:1]([O:8][C:9]([C@H:11]1[C@H:12]([OH:33])[C@H:13]([OH:30])[C@@H:14]([OH:28])[CH2:15][N:16]1[S:17]([C:20]1[CH:21]=[CH:22][C:23]([O:26][CH3:27])=[CH:24][CH:25]=1)(=[O:19])=[O:18])=[O:10])[C:2]1[CH:7]=[CH:6][CH:5]=[CH:4][CH:3]=1. (6) Given the reactants Br[CH2:2][C:3]1[CH:4]=[CH:5][C:6]([O:9][CH2:10][CH2:11][C:12]2[N:13]=[C:14]([C:18]3[CH:23]=[CH:22][CH:21]=[CH:20][CH:19]=3)[O:15][C:16]=2[CH3:17])=[N:7][CH:8]=1.C[O:25][C:26](=[O:33])[CH2:27][N:28]1[CH:32]=[CH:31][CH:30]=[CH:29]1.C[Si]([N-][Si](C)(C)C)(C)C.[Li+], predict the reaction product. The product is: [CH3:17][C:16]1[O:15][C:14]([C:18]2[CH:23]=[CH:22][CH:21]=[CH:20][CH:19]=2)=[N:13][C:12]=1[CH2:11][CH2:10][O:9][C:6]1[N:7]=[CH:8][C:3]([CH2:2][CH:27]([N:28]2[CH:32]=[CH:31][CH:30]=[CH:29]2)[C:26]([OH:33])=[O:25])=[CH:4][CH:5]=1. (7) Given the reactants Br[C:2]1[N:7]=[C:6]([C:8]([OH:10])=[O:9])[CH:5]=[CH:4][CH:3]=1.[Cl:11][C:12]1[CH:13]=[C:14](B(O)O)[CH:15]=[CH:16][CH:17]=1, predict the reaction product. The product is: [Cl:11][C:12]1[CH:17]=[C:16]([C:2]2[N:7]=[C:6]([C:8]([OH:10])=[O:9])[CH:5]=[CH:4][CH:3]=2)[CH:15]=[CH:14][CH:13]=1.